From a dataset of Reaction yield outcomes from USPTO patents with 853,638 reactions. Predict the reaction yield, written as a fraction of the theoretical maximum amount of product (1.0 means a 100% yield; for example, 0.34 means a 34% yield). (1) The reactants are [C:1]([C:5]1[N:10]=[C:9](Cl)[C:8]([C:12]([O:14][CH2:15][CH3:16])=[O:13])=[CH:7][N:6]=1)([CH3:4])([CH3:3])[CH3:2].[N:17]1[CH:22]=[CH:21][CH:20]=[C:19](B(O)O)[CH:18]=1. The catalyst is C1C=CC([P]([Pd]([P](C2C=CC=CC=2)(C2C=CC=CC=2)C2C=CC=CC=2)([P](C2C=CC=CC=2)(C2C=CC=CC=2)C2C=CC=CC=2)[P](C2C=CC=CC=2)(C2C=CC=CC=2)C2C=CC=CC=2)(C2C=CC=CC=2)C2C=CC=CC=2)=CC=1. The product is [C:1]([C:5]1[N:10]=[C:9]([C:19]2[CH:18]=[N:17][CH:22]=[CH:21][CH:20]=2)[C:8]([C:12]([O:14][CH2:15][CH3:16])=[O:13])=[CH:7][N:6]=1)([CH3:4])([CH3:3])[CH3:2]. The yield is 0.280. (2) The reactants are C(O)(=O)C(C)=C.C([C:11]1[CH:17]=[CH:16][CH:15]=[C:13](O)[C:12]=1O)(C)(C)C.[CH2:19]1[CH2:23]O[CH2:21][CH2:20]1. The catalyst is [I-].C([N+](CCCC)(CCCC)CCCC)CCC.C(OCC)(=O)C. The product is [CH2:19]1[CH:23]2[C@@H:15]3[CH:13]=[CH:12][C@H:17]([CH:11]2[CH:21]=[CH:20]1)[CH2:16]3. The yield is 0.700. (3) The reactants are C([Li])CCC.Br[C:7]1[CH:12]=[CH:11][C:10]([Cl:13])=[C:9]([O:14][CH2:15][C:16]([F:21])([F:20])[CH:17]([F:19])[F:18])[CH:8]=1.[B:22](OC(C)C)([O:27]C(C)C)[O:23]C(C)C.Cl. The catalyst is O1CCCC1. The product is [Cl:13][C:10]1[CH:11]=[CH:12][C:7]([B:22]([OH:27])[OH:23])=[CH:8][C:9]=1[O:14][CH2:15][C:16]([F:21])([F:20])[CH:17]([F:19])[F:18]. The yield is 0.640. (4) The reactants are [N:1]1[CH:6]=[CH:5][CH:4]=[CH:3][C:2]=1[CH2:7][O:8][C:9]1[CH:16]=[CH:15][C:12]([C:13]#[N:14])=[CH:11][CH:10]=1.[H-].[Al+3].[Li+].[H-].[H-].[H-]. The catalyst is O1CCCC1. The product is [N:1]1[CH:6]=[CH:5][CH:4]=[CH:3][C:2]=1[CH2:7][O:8][C:9]1[CH:16]=[CH:15][C:12]([CH2:13][NH2:14])=[CH:11][CH:10]=1. The yield is 0.900. (5) The yield is 0.690. The reactants are [C:1]([NH:4][C:5]([CH:17]1[CH2:22][CH2:21][N:20]([C:23]2[O:24][C:25]3[CH:31]=[C:30]([Cl:32])[CH:29]=[CH:28][C:26]=3[N:27]=2)[CH2:19][CH2:18]1)([CH2:13][CH2:14][CH:15]=[CH2:16])[C:6]([NH:8][C:9]([CH3:12])([CH3:11])[CH3:10])=[O:7])(=[O:3])[CH3:2].[CH3:33][C:34]1([CH3:41])[C:38]([CH3:40])([CH3:39])[O:37][BH:36][O:35]1.O. The product is [C:1]([NH:4][C:5]([CH:17]1[CH2:18][CH2:19][N:20]([C:23]2[O:24][C:25]3[CH:31]=[C:30]([Cl:32])[CH:29]=[CH:28][C:26]=3[N:27]=2)[CH2:21][CH2:22]1)([CH2:13][CH2:14][CH2:15][CH2:16][B:36]1[O:37][C:38]([CH3:40])([CH3:39])[C:34]([CH3:41])([CH3:33])[O:35]1)[C:6]([NH:8][C:9]([CH3:12])([CH3:11])[CH3:10])=[O:7])(=[O:3])[CH3:2]. The catalyst is ClCCl.[Ir+].ClC1CCC=CCCC=1.C1(P(C2C=CC=CC=2)CCP(C2C=CC=CC=2)C2C=CC=CC=2)C=CC=CC=1. (6) The reactants are [OH:1][C:2]1[CH:3]=[C:4]([CH:8]=[CH:9][C:10]=1[OH:11])[C:5]([OH:7])=[O:6].[CH3:12]O. No catalyst specified. The product is [CH3:12][O:6][C:5](=[O:7])[C:4]1[CH:8]=[CH:9][C:10]([OH:11])=[C:2]([OH:1])[CH:3]=1. The yield is 0.960. (7) The reactants are [Cl:1][C:2]1[CH:3]=[C:4]([CH:8]([OH:13])[CH2:9][N+:10]([O-:12])=[O:11])[CH:5]=[CH:6][CH:7]=1.N1C=CN=C1.Cl[Si:20]([CH2:25][CH3:26])([CH2:23][CH3:24])[CH2:21][CH3:22]. The catalyst is CN(C=O)C. The product is [Cl:1][C:2]1[CH:3]=[C:4]([CH:8]([O:13][Si:20]([CH2:25][CH3:26])([CH2:23][CH3:24])[CH2:21][CH3:22])[CH2:9][N+:10]([O-:12])=[O:11])[CH:5]=[CH:6][CH:7]=1. The yield is 0.910.